Dataset: Catalyst prediction with 721,799 reactions and 888 catalyst types from USPTO. Task: Predict which catalyst facilitates the given reaction. (1) Reactant: [H-].[Na+].[C:3]([C:7]1[CH:12]=[CH:11][C:10](/[C:13](/[C:32]2[CH:37]=[CH:36][C:35]([CH:38]([OH:40])[CH3:39])=[C:34]([O:41][CH3:42])[N:33]=2)=[CH:14]\[C@@H:15]2[N:19]([CH2:20][C:21]3[CH:26]=[CH:25][C:24]([O:27][CH3:28])=[CH:23][C:22]=3[O:29][CH3:30])[C:18](=[O:31])[CH2:17][CH2:16]2)=[CH:9][CH:8]=1)([CH3:6])([CH3:5])[CH3:4].[C:43](=[S:45])=[S:44].[CH3:46]I. Product: [C:43]([S:45][CH3:46])(=[S:44])[O:40][CH:38]([C:35]1[C:34]([O:41][CH3:42])=[N:33][C:32](/[C:13](/[C:10]2[CH:11]=[CH:12][C:7]([C:3]([CH3:4])([CH3:5])[CH3:6])=[CH:8][CH:9]=2)=[CH:14]/[C@H:15]2[CH2:16][CH2:17][C:18](=[O:31])[N:19]2[CH2:20][C:21]2[CH:26]=[CH:25][C:24]([O:27][CH3:28])=[CH:23][C:22]=2[O:29][CH3:30])=[CH:37][CH:36]=1)[CH3:39]. The catalyst class is: 30. (2) Reactant: [F:1][C:2]1[CH:8]=[C:7]([O:9][C:10]2[C:19]3[C:14](=[CH:15][C:16]([O:22][CH3:23])=[C:17]([O:20][CH3:21])[CH:18]=3)[N:13]=[CH:12][CH:11]=2)[CH:6]=[CH:5][C:3]=1[NH2:4].C(N(CC)CC)C.Cl[C:32](Cl)([O:34]C(=O)OC(Cl)(Cl)Cl)Cl.[NH2:43][C:44]1[O:48][N:47]=[C:46]([CH3:49])[CH:45]=1. Product: [CH3:21][O:20][C:17]1[CH:18]=[C:19]2[C:14](=[CH:15][C:16]=1[O:22][CH3:23])[N:13]=[CH:12][CH:11]=[C:10]2[O:9][C:7]1[CH:6]=[CH:5][C:3]([NH:4][C:32]([NH:43][C:44]2[O:48][N:47]=[C:46]([CH3:49])[CH:45]=2)=[O:34])=[C:2]([F:1])[CH:8]=1. The catalyst class is: 146. (3) Reactant: C([Li])CCC.CCCCCC.[C:12]1([S:18][C:19]2[N:20]=[CH:21][N:22]3[CH:26]=[CH:25][S:24][C:23]=23)[CH:17]=[CH:16][CH:15]=[CH:14][CH:13]=1.[CH2:27]([Sn:31](Cl)([CH2:36][CH2:37][CH2:38][CH3:39])[CH2:32][CH2:33][CH2:34][CH3:35])[CH2:28][CH2:29][CH3:30].C[Si]([N-][Si](C)(C)C)(C)C.[Li+].C1COCC1.[Cl-].[NH4+]. Product: [C:12]1([S:18][C:19]2[N:20]=[CH:21][N:22]3[CH:26]=[C:25]([Sn:31]([CH2:32][CH2:33][CH2:34][CH3:35])([CH2:36][CH2:37][CH2:38][CH3:39])[CH2:27][CH2:28][CH2:29][CH3:30])[S:24][C:23]=23)[CH:13]=[CH:14][CH:15]=[CH:16][CH:17]=1. The catalyst class is: 1. (4) Reactant: [Br:1][C:2]1[CH:3]=[C:4]([OH:10])[CH:5]=[C:6]([CH2:8][OH:9])[CH:7]=1.C(=O)([O-])[O-].[K+].[K+].Cl[C:18]1[CH:23]=[CH:22][C:21]([C:24]([F:27])([F:26])[F:25])=[CH:20][N:19]=1.O. Product: [Br:1][C:2]1[CH:7]=[C:6]([CH2:8][OH:9])[CH:5]=[C:4]([O:10][C:18]2[CH:23]=[CH:22][C:21]([C:24]([F:27])([F:26])[F:25])=[CH:20][N:19]=2)[CH:3]=1. The catalyst class is: 3. (5) Reactant: Br[C:2]1[CH:3]=[CH:4][C:5]([Cl:13])=[C:6]([CH:12]=1)[C:7]([O:9][CH2:10][CH3:11])=[O:8].[CH:14]1(B(O)O)[CH2:16][CH2:15]1.P([O-])([O-])([O-])=O.[K+].[K+].[K+].C1(C)C=CC=CC=1. Product: [Cl:13][C:5]1[CH:4]=[CH:3][C:2]([CH:14]2[CH2:16][CH2:15]2)=[CH:12][C:6]=1[C:7]([O:9][CH2:10][CH3:11])=[O:8]. The catalyst class is: 6. (6) Reactant: C1(P(C2C=CC=CC=2)C2C=CC=CC=2)C=CC=CC=1.N(C(OC(C)C)=O)=NC(OC(C)C)=O.[CH2:34]([O:41][C:42]1[C:47]([CH2:48][N:49]([CH2:63][CH2:64][OH:65])[C:50](=[O:62])[C:51]2[C:56](O)=[CH:55][CH:54]=[C:53]([O:58][CH2:59][CH3:60])[C:52]=2[CH3:61])=[C:46]([CH3:66])[CH:45]=[C:44]([CH3:67])[N:43]=1)[C:35]1[CH:40]=[CH:39][CH:38]=[CH:37][CH:36]=1. Product: [CH2:34]([O:41][C:42]1[C:47]([CH2:48][N:49]2[C:50](=[O:62])[C:51]3[C:52]([CH3:61])=[C:53]([O:58][CH2:59][CH3:60])[CH:54]=[CH:55][C:56]=3[O:65][CH2:64][CH2:63]2)=[C:46]([CH3:66])[CH:45]=[C:44]([CH3:67])[N:43]=1)[C:35]1[CH:36]=[CH:37][CH:38]=[CH:39][CH:40]=1. The catalyst class is: 1. (7) Reactant: [Br:1][C:2]1[CH:16]=[CH:15][C:5]([O:6][CH2:7][CH2:8][CH2:9][C:10]([O:12]CC)=[O:11])=[CH:4][C:3]=1[F:17].[Li+].[OH-].O1CCCC1.Cl. Product: [Br:1][C:2]1[CH:16]=[CH:15][C:5]([O:6][CH2:7][CH2:8][CH2:9][C:10]([OH:12])=[O:11])=[CH:4][C:3]=1[F:17]. The catalyst class is: 6.